Dataset: Reaction yield outcomes from USPTO patents with 853,638 reactions. Task: Predict the reaction yield, written as a fraction of the theoretical maximum amount of product (1.0 means a 100% yield; for example, 0.34 means a 34% yield). (1) The reactants are Cl[C:2]1[C:11]2[CH2:10][CH2:9][CH2:8][CH2:7][C:6]=2[N:5]=[C:4]([NH2:12])[N:3]=1.[CH3:13][N:14]1[CH2:19][CH2:18][NH:17][CH2:16][CH2:15]1.CCN(CC)CC. The catalyst is CCO. The product is [CH3:13][N:14]1[CH2:19][CH2:18][N:17]([C:2]2[C:11]3[CH2:10][CH2:9][CH2:8][CH2:7][C:6]=3[N:5]=[C:4]([NH2:12])[N:3]=2)[CH2:16][CH2:15]1. The yield is 0.230. (2) The reactants are [H-].[Na+].[C:3]([C:7]1[CH:8]=[C:9]2[C:14](=[C:15]([F:17])[CH:16]=1)[C:13](=[O:18])[NH:12][N:11]=[CH:10]2)([CH3:6])([CH3:5])[CH3:4].[Br:19][C:20]1[CH:25]=[CH:24][C:23]([CH2:26]Cl)=[C:22]([F:28])[CH:21]=1.[NH4+].[Cl-]. The catalyst is CN(C=O)C. The product is [Br:19][C:20]1[CH:25]=[CH:24][C:23]([CH2:26][N:12]2[N:11]=[CH:10][C:9]3[C:14](=[C:15]([F:17])[CH:16]=[C:7]([C:3]([CH3:6])([CH3:4])[CH3:5])[CH:8]=3)[C:13]2=[O:18])=[C:22]([F:28])[CH:21]=1. The yield is 0.580. (3) The reactants are [OH:1][CH:2]([C:6]1[CH:11]=[CH:10][C:9]([C:12]2[N:16]=[C:15]([C:17]3[C:21]([C:22]([F:25])([F:24])[F:23])=[C:20]([C:26]4[CH:31]=[CH:30][CH:29]=[CH:28][CH:27]=4)[O:19][N:18]=3)[O:14][N:13]=2)=[CH:8][CH:7]=1)[C:3](O)=[O:4].Cl.[CH2:33]([NH2:35])[CH3:34].C[N:37]1CC[O:40][CH2:39][CH2:38]1.CN(C(ON1N=NC2C=CC=NC1=2)=[N+](C)C)C.F[P-](F)(F)(F)(F)F. The catalyst is CN(C=O)C. The product is [CH2:33]([NH:35][C:39](=[O:40])[CH2:38][NH:37][C:3](=[O:4])[CH:2]([OH:1])[C:6]1[CH:11]=[CH:10][C:9]([C:12]2[N:16]=[C:15]([C:17]3[C:21]([C:22]([F:25])([F:23])[F:24])=[C:20]([C:26]4[CH:31]=[CH:30][CH:29]=[CH:28][CH:27]=4)[O:19][N:18]=3)[O:14][N:13]=2)=[CH:8][CH:7]=1)[CH3:34]. The yield is 0.155. (4) The reactants are [F:1][C:2]1([F:20])[O:19][C:6]2([CH2:11][CH2:10][N:9]([C:12]([O:14][C:15]([CH3:18])([CH3:17])[CH3:16])=[O:13])[CH2:8][CH2:7]2)[CH2:5][NH:4][CH2:3]1.C([O-])([O-])=O.[K+].[K+].Br[CH2:28][C:29]#[C:30][CH3:31]. The catalyst is CN(C)C=O.C(OCC)(=O)C. The product is [CH2:28]([N:4]1[CH2:3][C:2]([F:1])([F:20])[O:19][C:6]2([CH2:7][CH2:8][N:9]([C:12]([O:14][C:15]([CH3:16])([CH3:17])[CH3:18])=[O:13])[CH2:10][CH2:11]2)[CH2:5]1)[C:29]#[C:30][CH3:31]. The yield is 0.650.